From a dataset of Reaction yield outcomes from USPTO patents with 853,638 reactions. Predict the reaction yield, written as a fraction of the theoretical maximum amount of product (1.0 means a 100% yield; for example, 0.34 means a 34% yield). (1) The reactants are [CH:1]([C@H:14]1[CH2:19][C@@H:18](OS(C)(=O)=O)[CH2:17][CH2:16][O:15]1)([C:8]1[CH:13]=[CH:12][CH:11]=[CH:10][CH:9]=1)[C:2]1[CH:7]=[CH:6][CH:5]=[CH:4][CH:3]=1.[N-:25]=[N+:26]=[N-:27].[Na+]. The catalyst is N([C@H]1CCO[C@@H](C(C2C=CC=CC=2)C2C=CC=CC=2)C1)=[N+]=[N-]. The product is [N:25]([C@@H:18]1[CH2:17][CH2:16][O:15][C@@H:14]([CH:1]([C:8]2[CH:13]=[CH:12][CH:11]=[CH:10][CH:9]=2)[C:2]2[CH:7]=[CH:6][CH:5]=[CH:4][CH:3]=2)[CH2:19]1)=[N+:26]=[N-:27]. The yield is 0.800. (2) The reactants are FC(F)(F)C(O)=O.[F:8][C:9]1[CH:14]=[CH:13][C:12]([S:15]([C:18]([C:20]2[CH:25]=[CH:24][C:23]([I:26])=[CH:22][CH:21]=2)=[CH2:19])(=[O:17])=[O:16])=[CH:11][CH:10]=1.[CH2:27]([N:34]([CH2:38][Si](C)(C)C)[CH2:35]OC)[C:28]1[CH:33]=[CH:32][CH:31]=[CH:30][CH:29]=1. The catalyst is ClCCl. The product is [CH2:27]([N:34]1[CH2:38][CH2:19][C:18]([S:15]([C:12]2[CH:13]=[CH:14][C:9]([F:8])=[CH:10][CH:11]=2)(=[O:17])=[O:16])([C:20]2[CH:21]=[CH:22][C:23]([I:26])=[CH:24][CH:25]=2)[CH2:35]1)[C:28]1[CH:33]=[CH:32][CH:31]=[CH:30][CH:29]=1. The yield is 0.980.